From a dataset of Buchwald-Hartwig C-N cross coupling reaction yields with 55,370 reactions. Predict the reaction yield, written as a fraction of the theoretical maximum amount of product (1.0 means a 100% yield; for example, 0.34 means a 34% yield). The reactants are Brc1cccnc1.Cc1ccc(N)cc1.O=S(=O)(O[Pd]1c2ccccc2-c2ccccc2N~1)C(F)(F)F.COc1ccc(OC)c(P([C@]23C[C@H]4C[C@H](C[C@H](C4)C2)C3)[C@]23C[C@H]4C[C@H](C[C@H](C4)C2)C3)c1-c1c(C(C)C)cc(C(C)C)cc1C(C)C.CN(C)C(=NC(C)(C)C)N(C)C.CCOC(=O)c1cc(C)no1. No catalyst specified. The product is Cc1ccc(Nc2cccnc2)cc1. The yield is 0.658.